Dataset: Reaction yield outcomes from USPTO patents with 853,638 reactions. Task: Predict the reaction yield, written as a fraction of the theoretical maximum amount of product (1.0 means a 100% yield; for example, 0.34 means a 34% yield). (1) The reactants are [CH2:1]([O:8][N:9]1[C:15](=[O:16])[N:14]2[CH2:17][C@H:10]1[CH2:11][CH2:12][C@@H:13]2[C:18]([OH:20])=O)[C:2]1[CH:7]=[CH:6][CH:5]=[CH:4][CH:3]=1.CCN=C=NCCCN(C)C.Cl.C1[CH:34]=[CH:35][C:36]2N(O)[N:40]=[N:39][C:37]=2C=1.[C:43]([O:47][C:48]([N:50]([C:52]([C@@H]1CCNC1)=O)N)=[O:49])([CH3:46])([CH3:45])[CH3:44].CN(C)C=[O:62]. No catalyst specified. The product is [C:43]([O:47][C:48]([N:50]1[CH2:34][CH2:35][C@@H:36]([C:37]([NH:39][NH:40][C:18]([C@H:13]2[CH2:12][CH2:11][C@@H:10]3[CH2:17][N:14]2[C:15](=[O:16])[N:9]3[O:8][CH2:1][C:2]2[CH:3]=[CH:4][CH:5]=[CH:6][CH:7]=2)=[O:20])=[O:62])[CH2:52]1)=[O:49])([CH3:46])([CH3:45])[CH3:44]. The yield is 0.430. (2) The reactants are [CH2:1]([C:4]1[C:9]([C:10]([F:13])([F:12])[F:11])=[CH:8][CH:7]=[CH:6][C:5]=1[OH:14])[CH:2]=[CH2:3].[H][H]. The catalyst is CO.CCOC(C)=O.[Pd]. The product is [CH2:1]([C:4]1[C:9]([C:10]([F:12])([F:13])[F:11])=[CH:8][CH:7]=[CH:6][C:5]=1[OH:14])[CH2:2][CH3:3]. The yield is 0.870.